Dataset: Forward reaction prediction with 1.9M reactions from USPTO patents (1976-2016). Task: Predict the product of the given reaction. (1) Given the reactants Cl.Cl.[NH:3]1[CH2:6][CH:5]([C:7]2[CH:8]=[CH:9][C:10]([Cl:13])=[N:11][CH:12]=2)[CH2:4]1.C([O-])([O-])=O.[K+].[K+].[CH:20](=O)[CH2:21][CH3:22].C(O[BH-](OC(=O)C)OC(=O)C)(=O)C.[Na+], predict the reaction product. The product is: [Cl:13][C:10]1[CH:9]=[CH:8][C:7]([CH:5]2[CH2:6][N:3]([CH2:20][CH2:21][CH3:22])[CH2:4]2)=[CH:12][N:11]=1. (2) The product is: [C:13]1([S:12]([CH2:11][C@@H:10]([OH:19])[CH2:9][N:8]([CH:20]([CH3:37])[CH2:21][CH:22]([C:30]2[CH:31]=[CH:32][C:33]([OH:36])=[CH:34][CH:35]=2)[C:23]2[CH:24]=[CH:25][C:26]([OH:29])=[CH:27][CH:28]=2)[CH2:1][C:2]2[CH:7]=[CH:6][CH:5]=[CH:4][CH:3]=2)(=[O:38])=[O:57])[CH:18]=[CH:17][CH:16]=[CH:15][CH:14]=1. Given the reactants [CH2:1]([N:8]([CH:20]([CH3:37])[CH2:21][CH:22]([C:30]1[CH:35]=[CH:34][C:33]([OH:36])=[CH:32][CH:31]=1)[C:23]1[CH:28]=[CH:27][C:26]([OH:29])=[CH:25][CH:24]=1)[CH2:9][C@H:10]([OH:19])[CH2:11][S:12][C:13]1[CH:18]=[CH:17][CH:16]=[CH:15][CH:14]=1)[C:2]1[CH:7]=[CH:6][CH:5]=[CH:4][CH:3]=1.[OH:38]OS([O-])=O.[K+].S([O-])(O[O-])(=O)=O.[K+].[K+].C(=O)(O)[O-].[Na+].[OH2:57], predict the reaction product. (3) Given the reactants [CH2:1]([O:4][C:5]([N:7]1[CH2:11][C@@H:10]([OH:12])[CH2:9][C@H:8]1[C:13]([OH:15])=[O:14])=[O:6])[CH:2]=[CH2:3].OS(O)(=O)=O.O, predict the reaction product. The product is: [CH2:1]([O:4][C:5]([N:7]1[CH2:11][C:10](=[O:12])[CH2:9][C@H:8]1[C:13]([OH:15])=[O:14])=[O:6])[CH:2]=[CH2:3]. (4) Given the reactants Cl.[CH3:2][N:3]([CH3:16])[CH2:4][CH2:5][O:6][C:7]1[CH:15]=[CH:14][C:10]([C:11]([OH:13])=O)=[CH:9][CH:8]=1.Cl.Cl.[CH2:19]([O:21][C:22]1[CH:23]=[C:24]([CH:41]=[CH:42][CH:43]=1)[CH2:25][N:26]1[C:30]2=[N:31][CH:32]=[N:33][C:34]([N:35]3[CH2:40][CH2:39][NH:38][CH2:37][CH2:36]3)=[C:29]2[CH:28]=[N:27]1)[CH3:20].ON1C2C=CC=CC=2N=N1.Cl.C(N=C=NCCCN(C)C)C.C(=O)([O-])O.[Na+], predict the reaction product. The product is: [CH2:19]([O:21][C:22]1[CH:23]=[C:24]([CH:41]=[CH:42][CH:43]=1)[CH2:25][N:26]1[C:30]2=[N:31][CH:32]=[N:33][C:34]([N:35]3[CH2:36][CH2:37][N:38]([C:11](=[O:13])[C:10]4[CH:9]=[CH:8][C:7]([O:6][CH2:5][CH2:4][N:3]([CH3:2])[CH3:16])=[CH:15][CH:14]=4)[CH2:39][CH2:40]3)=[C:29]2[CH:28]=[N:27]1)[CH3:20]. (5) Given the reactants [C:1]([O:9][C:10]1[C:11]([C:22]([O:24][CH3:25])=[O:23])=[N:12][C:13]([C:17]2[S:18][CH:19]=[CH:20][CH:21]=2)=[N:14][C:15]=1[OH:16])(=[O:8])[C:2]1[CH:7]=[CH:6][CH:5]=[CH:4][CH:3]=1.[C:26](=O)([O-])[O-].[Cs+].[Cs+].CI.Cl, predict the reaction product. The product is: [C:1]([O:9][C:10]1[C:15](=[O:16])[N:14]([CH3:26])[C:13]([C:17]2[S:18][CH:19]=[CH:20][CH:21]=2)=[N:12][C:11]=1[C:22]([O:24][CH3:25])=[O:23])(=[O:8])[C:2]1[CH:7]=[CH:6][CH:5]=[CH:4][CH:3]=1. (6) Given the reactants [CH2:1]([O:3][C:4](=[O:15])[CH:5]=[C:6](Cl)[C:7]1[CH:12]=[CH:11][CH:10]=[CH:9][C:8]=1[CH3:13])[CH3:2].[C:16]([O:20][C:21]([N:23]1[C:32]2[C:27](=[CH:28][CH:29]=[C:30]([CH2:33][CH2:34][O:35][C:36]3[CH:44]=[CH:43][C:42]4[C:38](=[CH:39][CH2:40][N:41]=4)[CH:37]=3)[N:31]=2)[CH2:26][CH2:25][CH2:24]1)=[O:22])([CH3:19])([CH3:18])[CH3:17], predict the reaction product. The product is: [C:16]([O:20][C:21]([N:23]1[C:32]2[C:27](=[CH:28][CH:29]=[C:30]([CH2:33][CH2:34][O:35][C:36]3[CH:37]=[C:38]4[C:42](=[CH:43][CH:44]=3)[N:41]([C:6]([C:7]3[CH:12]=[CH:11][CH:10]=[CH:9][C:8]=3[CH3:13])=[CH:5][C:4]([O:3][CH2:1][CH3:2])=[O:15])[CH:40]=[CH:39]4)[N:31]=2)[CH2:26][CH2:25][CH2:24]1)=[O:22])([CH3:19])([CH3:17])[CH3:18]. (7) Given the reactants [C:1]([CH2:3][C:4]([OH:6])=O)#[N:2].P(Cl)(Cl)(Cl)(Cl)Cl.[Cl:13][C:14]1[CH:19]=[C:18]([Cl:20])[CH:17]=[C:16]([Cl:21])[C:15]=1[NH:22][NH2:23].O, predict the reaction product. The product is: [C:1]([CH2:3][C:4]([N:22]([C:15]1[C:16]([Cl:21])=[CH:17][C:18]([Cl:20])=[CH:19][C:14]=1[Cl:13])[NH2:23])=[O:6])#[N:2]. (8) Given the reactants Br[C:2]1[CH:20]=[CH:19][CH:18]=[CH:17][C:3]=1[O:4][C:5]1[CH:10]=[CH:9][C:8]([C:11]2[CH:16]=[CH:15][CH:14]=[CH:13][CH:12]=2)=[CH:7][CH:6]=1.[CH3:21][CH:22]1[CH2:27][NH:26][CH2:25][CH2:24][NH:23]1.C1C=CC(P(C2C=CC3C(=CC=CC=3)C=2C2C3C(=CC=CC=3)C=CC=2P(C2C=CC=CC=2)C2C=CC=CC=2)C2C=CC=CC=2)=CC=1, predict the reaction product. The product is: [C:8]1([C:11]2[CH:16]=[CH:15][CH:14]=[CH:13][CH:12]=2)[CH:9]=[CH:10][C:5]([O:4][C:3]2[CH:17]=[CH:18][CH:19]=[CH:20][C:2]=2[N:26]2[CH2:25][CH2:24][NH:23][CH:22]([CH3:21])[CH2:27]2)=[CH:6][CH:7]=1.